From a dataset of Forward reaction prediction with 1.9M reactions from USPTO patents (1976-2016). Predict the product of the given reaction. (1) Given the reactants C(OC([N:8]([O:30]C(OC(C)(C)C)=O)[C:9]1([CH3:29])[C:13](=[O:14])[N:12]([CH3:15])[N:11]=[C:10]1[C:16]1[CH:21]=[CH:20][C:19]([S:22]([C:25]([F:28])([F:27])[F:26])(=[O:24])=[O:23])=[CH:18][CH:17]=1)=O)(C)(C)C, predict the reaction product. The product is: [OH:30][NH:8][C:9]1([CH3:29])[C:13](=[O:14])[N:12]([CH3:15])[N:11]=[C:10]1[C:16]1[CH:17]=[CH:18][C:19]([S:22]([C:25]([F:28])([F:27])[F:26])(=[O:23])=[O:24])=[CH:20][CH:21]=1. (2) Given the reactants [CH3:1][O:2][C:3](=[O:18])[NH:4][C@@H:5]1[C@@H:9]([NH2:10])[CH2:8][N:7]([CH2:11][C:12]2[CH:17]=[CH:16][CH:15]=[CH:14][CH:13]=2)[CH2:6]1.[F:19][C:20]([F:28])([CH2:26][Cl:27])[CH2:21][CH2:22][C:23](O)=[O:24].C(N(CC)CC)C, predict the reaction product. The product is: [CH3:1][O:2][C:3](=[O:18])[NH:4][C@@H:5]1[C@@H:9]([NH:10][C:23](=[O:24])[CH2:22][CH2:21][C:20]([F:28])([F:19])[CH2:26][Cl:27])[CH2:8][N:7]([CH2:11][C:12]2[CH:17]=[CH:16][CH:15]=[CH:14][CH:13]=2)[CH2:6]1. (3) Given the reactants Cl[C:2]1[N:7]=[CH:6][N:5]=[C:4]([NH:8][C:9]2[CH:14]=[CH:13][C:12]([CH:15]3[CH2:20][CH2:19][N:18]([CH:21]4[CH2:24][O:23][CH2:22]4)[CH2:17][CH2:16]3)=[C:11]([F:25])[CH:10]=2)[N:3]=1.[F:26][C@H:27]1[C@@H:32]([O:33][C:34]2[CH:41]=[CH:40][C:39](B3OC(C)(C)C(C)(C)O3)=[CH:38][C:35]=2[C:36]#[N:37])[CH2:31][CH2:30][N:29]([C:51](=[O:55])[C@@H:52]([OH:54])[CH3:53])[CH2:28]1.C(COC)OC.C(=O)([O-])[O-].[Na+].[Na+], predict the reaction product. The product is: [F:26][C@H:27]1[C@@H:32]([O:33][C:34]2[CH:41]=[CH:40][C:39]([C:2]3[N:3]=[C:4]([NH:8][C:9]4[CH:14]=[CH:13][C:12]([CH:15]5[CH2:20][CH2:19][N:18]([CH:21]6[CH2:24][O:23][CH2:22]6)[CH2:17][CH2:16]5)=[C:11]([F:25])[CH:10]=4)[N:5]=[CH:6][N:7]=3)=[CH:38][C:35]=2[C:36]#[N:37])[CH2:31][CH2:30][N:29]([C:51](=[O:55])[C@@H:52]([OH:54])[CH3:53])[CH2:28]1. (4) Given the reactants [N:1]1[CH:6]=[CH:5][CH:4]=[C:3]([CH2:7][O:8][CH2:9][C:10]2[CH:18]=[CH:17][C:13]([C:14](O)=[O:15])=[C:12]([C:19]3[CH:24]=[CH:23][CH:22]=[CH:21][CH:20]=3)[CH:11]=2)[CH:2]=1.Cl.[CH3:26][O:27][C:28](=[O:35])[C@H:29]([CH2:31][CH2:32][S:33][CH3:34])[NH2:30], predict the reaction product. The product is: [CH3:26][O:27][C:28](=[O:35])[C@H:29]([CH2:31][CH2:32][S:33][CH3:34])[NH:30][C:14](=[O:15])[C:13]1[CH:17]=[CH:18][C:10]([CH2:9][O:8][CH2:7][C:3]2[CH:2]=[N:1][CH:6]=[CH:5][CH:4]=2)=[CH:11][C:12]=1[C:19]1[CH:24]=[CH:23][CH:22]=[CH:21][CH:20]=1. (5) Given the reactants [C:1]([O:5][C:6]([N:8]1[CH2:12][CH2:11][CH:10]([C:13]2[CH:14]=[N:15][CH:16]=[C:17](Br)[CH:18]=2)[CH2:9]1)=[O:7])([CH3:4])([CH3:3])[CH3:2].[Cl:20][C:21]1[CH:22]=[C:23]2[C:27](=[CH:28][CH:29]=1)[C:26](=[O:30])[NH:25][C:24]2([CH3:32])[CH3:31].CN(C)C1C(N)=CC=CC=1.C([O-])([O-])=O.[Cs+].[Cs+], predict the reaction product. The product is: [C:1]([O:5][C:6]([N:8]1[CH2:12][CH2:11][CH:10]([C:13]2[CH:14]=[N:15][CH:16]=[C:17]([N:25]3[C:26](=[O:30])[C:27]4[C:23](=[CH:22][C:21]([Cl:20])=[CH:29][CH:28]=4)[C:24]3([CH3:32])[CH3:31])[CH:18]=2)[CH2:9]1)=[O:7])([CH3:4])([CH3:3])[CH3:2]. (6) Given the reactants [C:1]([O:5][C:6](=[O:20])[NH:7][CH2:8][CH2:9][CH2:10][N:11]1[CH2:18][CH:17]2[O:19][CH:13]([CH2:14][NH:15][CH2:16]2)[CH2:12]1)([CH3:4])([CH3:3])[CH3:2].Br[CH2:22][CH2:23][CH2:24][OH:25].C(=O)([O-])[O-].[K+].[K+], predict the reaction product. The product is: [OH:25][CH2:24][CH2:23][CH2:22][N:15]1[CH2:14][CH:13]2[O:19][CH:17]([CH2:18][N:11]([CH2:10][CH2:9][CH2:8][NH:7][C:6](=[O:20])[O:5][C:1]([CH3:4])([CH3:2])[CH3:3])[CH2:12]2)[CH2:16]1. (7) Given the reactants [F:1][C:2]1[CH:7]=[CH:6][C:5]([C@@H:8]2[CH2:12][N:11]([S:13]([C:16]3[N:17]=[CH:18][N:19]([CH3:21])[CH:20]=3)(=[O:15])=[O:14])[CH2:10][C@H:9]2[C:22]([NH:24][C:25]2[CH:30]=[CH:29][CH:28]=[CH:27][CH:26]=2)=O)=[CH:4][CH:3]=1.CSC.B.Cl.[OH-].[Na+], predict the reaction product. The product is: [F:1][C:2]1[CH:7]=[CH:6][C:5]([C@@H:8]2[CH2:12][N:11]([S:13]([C:16]3[N:17]=[CH:18][N:19]([CH3:21])[CH:20]=3)(=[O:14])=[O:15])[CH2:10][C@H:9]2[CH2:22][NH:24][C:25]2[CH:26]=[CH:27][CH:28]=[CH:29][CH:30]=2)=[CH:4][CH:3]=1. (8) Given the reactants C(OC(=O)[NH:7][CH:8]1[CH2:13][CH2:12][N:11]([C:14]2[N:15]=[CH:16][C:17]3[CH:23]=[C:22]([C:24](=[O:52])[NH:25][C:26]4[CH:31]=[C:30]([C:32](=[O:50])[NH:33][CH:34]([C:44]5[CH:49]=[CH:48][CH:47]=[CH:46][CH:45]=5)[CH2:35][NH:36]C(OC(C)(C)C)=O)[CH:29]=[CH:28][C:27]=4[Cl:51])[C:21](=[O:53])[NH:20][C:18]=3[N:19]=2)[CH2:10][CH2:9]1)(C)(C)C.Cl, predict the reaction product. The product is: [ClH:51].[NH2:36][CH2:35][CH:34]([NH:33][C:32]([C:30]1[CH:29]=[CH:28][C:27]([Cl:51])=[C:26]([NH:25][C:24]([C:22]2[C:21](=[O:53])[NH:20][C:18]3[N:19]=[C:14]([N:11]4[CH2:12][CH2:13][CH:8]([NH2:7])[CH2:9][CH2:10]4)[N:15]=[CH:16][C:17]=3[CH:23]=2)=[O:52])[CH:31]=1)=[O:50])[C:44]1[CH:45]=[CH:46][CH:47]=[CH:48][CH:49]=1. (9) Given the reactants [CH3:1][O:2][C:3]1[CH:22]=[CH:21][C:6]([CH2:7][C@@H:8]2[C:12]3=[N:13][C:14]4[CH:19]=[CH:18][CH:17]=[CH:16][C:15]=4[N:11]3[C:10](=[O:20])[NH:9]2)=[CH:5][CH:4]=1.[CH3:23][O:24][C:25]1[CH:30]=[CH:29][CH:28]=[CH:27][C:26]=1[CH2:31][NH2:32].C(O)(C(F)(F)F)=O, predict the reaction product. The product is: [NH:11]1[C:15]2[CH:16]=[CH:17][CH:18]=[CH:19][C:14]=2[N:13]=[C:12]1[C@H:8]([NH:9][C:10]([NH:32][CH2:31][C:26]1[CH:27]=[CH:28][CH:29]=[CH:30][C:25]=1[O:24][CH3:23])=[O:20])[CH2:7][C:6]1[CH:21]=[CH:22][C:3]([O:2][CH3:1])=[CH:4][CH:5]=1.